This data is from Reaction yield outcomes from USPTO patents with 853,638 reactions. The task is: Predict the reaction yield, written as a fraction of the theoretical maximum amount of product (1.0 means a 100% yield; for example, 0.34 means a 34% yield). The reactants are [Br:1][C:2]1[CH:7]=[CH:6][C:5]([CH:8]([C:10]2[CH:15]=[CH:14][C:13]([Cl:16])=[CH:12][CH:11]=2)O)=[CH:4][CH:3]=1.C1(P(C2C=CC=CC=2)C2C=CC=CC=2)C=CC=CC=1.[C:36]1(=[O:46])[NH:40][C:39](=[O:41])[C:38]2=[CH:42][CH:43]=[CH:44][CH:45]=[C:37]12.CC(OC(/N=N/C(OC(C)C)=O)=O)C. The catalyst is C1COCC1.C(OCC)C. The product is [Br:1][C:2]1[CH:7]=[CH:6][C:5]([CH:8]([C:10]2[CH:15]=[CH:14][C:13]([Cl:16])=[CH:12][CH:11]=2)[N:40]2[C:36](=[O:46])[C:37]3[C:38](=[CH:42][CH:43]=[CH:44][CH:45]=3)[C:39]2=[O:41])=[CH:4][CH:3]=1. The yield is 0.210.